The task is: Predict the reactants needed to synthesize the given product.. This data is from Retrosynthesis with 50K atom-mapped reactions and 10 reaction types from USPTO. (1) The reactants are: Fc1nc(F)c(Cl)c(F)c1F. Given the product Fc1cc(Cl)c(F)nc1F, predict the reactants needed to synthesize it. (2) Given the product CCN(C(=O)NC)c1ccc(Cl)nc1, predict the reactants needed to synthesize it. The reactants are: CCNc1ccc(Cl)nc1.CN=C=O. (3) Given the product Cc1ccc(C(=O)N2CCC(c3ccc(C#N)cc3)CC2)cc1NS(=O)(=O)c1cccc(C(=O)N(C)C)c1, predict the reactants needed to synthesize it. The reactants are: CNC.Cc1ccc(C(=O)N2CCC(c3ccc(C#N)cc3)CC2)cc1NS(=O)(=O)c1cccc(C(=O)O)c1. (4) The reactants are: Clc1c2c(nc3ccccc13)CCCC2.OB(O)c1ccc(OCc2ccccc2)cc1. Given the product c1ccc(COc2ccc(-c3c4c(nc5ccccc35)CCCC4)cc2)cc1, predict the reactants needed to synthesize it. (5) Given the product CCOC(=O)c1ccc(Nc2cc(C(C)C)c3c(c2)C(C)(C)CO3)cc1, predict the reactants needed to synthesize it. The reactants are: CC(C)c1cc(N)cc2c1OCC2(C)C.CCOC(=O)c1ccc(I)cc1. (6) Given the product Cc1cccc2nc(CSc3nc(-c4ccccc4)nn3C)nn12, predict the reactants needed to synthesize it. The reactants are: CI.Cc1cccc2nc(CSc3nc(-c4ccccc4)n[nH]3)nn12. (7) The reactants are: C1CCNCC1.CCCCCCCCCCBr. Given the product CCCCCCCCCCN1CCCCC1, predict the reactants needed to synthesize it.